From a dataset of Peptide-MHC class II binding affinity with 134,281 pairs from IEDB. Regression. Given a peptide amino acid sequence and an MHC pseudo amino acid sequence, predict their binding affinity value. This is MHC class II binding data. (1) The peptide sequence is LNHILLENDIKFTVV. The MHC is DRB1_0301 with pseudo-sequence DRB1_0301. The binding affinity (normalized) is 0.989. (2) The peptide sequence is KLTVVVGDIIGVLEQ. The MHC is DRB1_0101 with pseudo-sequence DRB1_0101. The binding affinity (normalized) is 0.628. (3) The peptide sequence is RTKYTATISGLKPGV. The MHC is HLA-DPA10201-DPB10501 with pseudo-sequence HLA-DPA10201-DPB10501. The binding affinity (normalized) is 0.546. (4) The binding affinity (normalized) is 0.180. The peptide sequence is SLQYLALVALVAPKK. The MHC is HLA-DQA10101-DQB10501 with pseudo-sequence HLA-DQA10101-DQB10501. (5) The peptide sequence is RFDTNGDGKISLSEL. The MHC is DRB1_0401 with pseudo-sequence DRB1_0401. The binding affinity (normalized) is 0.372. (6) The peptide sequence is AFILDGDTLFPKV. The MHC is DRB1_0401 with pseudo-sequence DRB1_0401. The binding affinity (normalized) is 0.476.